From a dataset of Experimentally validated miRNA-target interactions with 360,000+ pairs, plus equal number of negative samples. Binary Classification. Given a miRNA mature sequence and a target amino acid sequence, predict their likelihood of interaction. (1) The miRNA is hsa-miR-581 with sequence UCUUGUGUUCUCUAGAUCAGU. The protein sequence of the target gene is MALSVDSSWHRWQWRVRDGFPHCPSETTPLLSPEKGRQSYNLTQQRVVFPNNSIFHQDWEEVSRRYPGNRTCTTKYTLFTFLPRNLFEQFHRWANLYFLFLVILNWMPSMEVFHREITMLPLAIVLFVIMIKDGMEDFKRHRFDKAINCSNIRIYERKEQTYVQKCWKDVRVGDFIQMKCNEIVPADILLLFSSDPNGICHLETASLDGETNLKQRCVVKGFSQQEVQFEPELFHNTIVCEKPNNHLNKFKGYMEHPDQTRTGFGCESLLLRGCTIRNTEMAVGIVIYAGHETKAMLNNS.... Result: 0 (no interaction). (2) The miRNA is mmu-miR-122-5p with sequence UGGAGUGUGACAAUGGUGUUUG. The protein sequence of the target gene is MGQSPSPRSPHGSPPTLSTLTLLLLLCGQAHSQCKILRCNAEYVSSTLSLRGGGSPDTPRGGGRGGLASGGLCRALRSYALCTRRTARTCRGDLAFHSAVHGIEDLMIQHNCSRQGPTAPPPARGPALPGAGPAPLTPDPCDYEARFSRLHGRAPGFLHCASFGDPHVRSFHNQFHTCRVQGAWPLLDNDFLFVQATSSPVSSGANATTIRKITIIFKNMQECIDQKVYQAEVDNLPAAFEDGSINGGDRPGGSSLSIQTANLGSHVEIRAAYIGTTIIIRQTAGQLSFSIRVAEDVARA.... Result: 1 (interaction). (3) The miRNA is hsa-miR-7854-3p with sequence UGAGGUGACCGCAGAUGGGAA. The protein sequence of the target gene is MSWFVDLAGKAEDLLNRVDQGAATALSRKDNASNIYSKNTDYTELHQQNTDLIYQTGPKSTYISSAADNIRNQKATILAGTANVKVGSRTPVEASHPVENASVPRPSSHFVRRKKSEPDDELLFDFLNSSQKEPTGRVEIRKEKGKTPVFQSSQTSSVSSVNPSVTTIKTIEENSFGSQTHEAASNSDSSHEGQEESSKENVSSNAACPDHTPTPNDDGKSHELSNLRLENQLLRNEVQSLNQEMASLLQRSKETQEELNKARARVEKWNADHSKSDRMTRGLRAQVDDLTEAVAAKDSQ.... Result: 1 (interaction). (4) The miRNA is mmu-let-7f-5p with sequence UGAGGUAGUAGAUUGUAUAGUU. The protein sequence of the target gene is MAQRYDELPHYGGMDGVGVPASMYGDPHAPRPIPPVHHLNHGPPLHATQHYGAHAPHPNVMPASMGSAVNDALKRDKDAIYGHPLFPLLALVFEKCELATCTPREPGVAGGDVCSSDSFNEDIAVFAKQVRAEKPLFSSNPELDNLMIQAIQVLRFHLLELEKVHELCDNFCHRYISCLKGKMPIDLVIDERDGSSKSDHEELSGSSTNLADHNPSSWRDHDDATSTHSAGTPGPSSGGHASQSGDNSSEQGDGLDNSVASPGTGDDDDPDKDKKRQKKRGIFPKVATNIMRAWLFQHLT.... Result: 1 (interaction). (5) The miRNA is hsa-miR-527 with sequence CUGCAAAGGGAAGCCCUUUC. The protein sequence of the target gene is MERARDRLHLRRTTEQHVPEVEVQVKRRRTASLSNQECQLYPRRSQQQQVPVVDFQAELRQAFLAETPRGG. Result: 0 (no interaction). (6) The miRNA is hsa-miR-335-5p with sequence UCAAGAGCAAUAACGAAAAAUGU. The protein sequence of the target gene is MGRRDAQLLAALLVLGLCALAGSEKPSPCQCSRLSPHNRTNCGFPGITSDQCFDNGCCFDSSVTGVPWCFHPLPKQESDQCVMEVSDRRNCGYPGISPEECASRKCCFSNFIFEVPWCFFPKSVEDCHY. Result: 1 (interaction). (7) The miRNA is hsa-miR-7107-3p with sequence UGGUCUGUUCAUUCUCUCUUUUUGGCC. The protein sequence of the target gene is MSCTRMIHVLDPRPLTSSVMPVDMAMRICLAHSPPLKSFLGPYNGFQRRNFVNKLKPLKPCLSVKQEAKSQSEWKSPHNQAKKRVVFADSKGLSLTAIHVFSDLPEEPAWDLQFDLLDLNDISSSLKLHEEKNLVFDFPQPSTDYLSFRDRFQKNFVCLENCSLQDRTVTGTVKVKNVSFEKKVQVRITFDTWKTYTDVDCVYMKNVYSSSDSDTFSFAIDLPRVIPTEEKIEFCISYHANGRIFWDNNEGQNYRIVHVQWKPDGVQTQVAPKDCAFQQGPPKTEIEPTVFGSPRLASGL.... Result: 0 (no interaction). (8) The miRNA is mmu-miR-297b-5p with sequence AUGUAUGUGUGCAUGAACAUGU. The protein sequence of the target gene is MERTLVCLVVIFLGTVAHKSSPQGPDRLLIRLRHLIDIVEQLKIYENDLDPELLSAPQDVKGHCEHAAFACFQKAKLKPSNPGNNKTFIIDLVAQLRRRLPARRGGKKQKHIAKCPSCDSYEKRTPKEFLERLKWLLQKMIHQHLS. Result: 1 (interaction). (9) The miRNA is mmu-miR-679-3p with sequence AGCAAGGUCCUCCUCACAGUAG. The protein sequence of the target gene is MSQKQEEENPAEETGEEKQDTQEKEGILPERAEEAKLKAKYPSLGQKPGGSDFLMKRLQKGQKYFDSGDYNMAKAKMKNKQLPSAGPDKNLVTGDHIPTPQDLPQRKSSLVTSKLAGGQVE. Result: 0 (no interaction). (10) The miRNA is hsa-miR-7160-5p with sequence UGCUGAGGUCCGGGCUGUGCC. The protein sequence of the target gene is MALRPGAGASGAAGAGAGPGGAGSFMFPVAGGMRPPQAGLIPMQQQGFPMVSVMQPNMQGMMGMNYSSQMSQGPIAMQAGIPMGPMPAAGVPFLGQPPFLSMRPAGPQYTPDMQKQFAEEQQKRFEQQQKLLEEERKRRQFEEQKQKLRLLSSVKPKTGEKNRDDALEAIKGNLDGFSRDAKMHPTPASHPKKQGPSLEEKLLVSCDVSASGQEHIKLNTPDAGHKAIVPGSSKNCPGLMAHNRGAVDGCVSGPASAEAEKTSDQTLSKEESGVGVFPSQDPAQSRMPPWIYNESLVPDA.... Result: 0 (no interaction).